Predict the reaction yield, written as a fraction of the theoretical maximum amount of product (1.0 means a 100% yield; for example, 0.34 means a 34% yield). From a dataset of Reaction yield outcomes from USPTO patents with 853,638 reactions. (1) The reactants are Br[C:2]1[CH:8]=[CH:7][C:6]([O:9][C:10]([F:13])([F:12])[F:11])=[CH:5][C:3]=1[NH2:4].[C:14]([O:18][CH2:19][CH3:20])(=[O:17])[CH:15]=[CH2:16].C(N(CC)CC)C.CC1C=CC=CC=1P(C1C=CC=CC=1C)C1C=CC=CC=1C. The catalyst is CC#N.C([O-])(=O)C.[Pd+2].C([O-])(=O)C. The product is [NH2:4][C:3]1[CH:5]=[C:6]([O:9][C:10]([F:13])([F:12])[F:11])[CH:7]=[CH:8][C:2]=1/[CH:16]=[CH:15]/[C:14]([O:18][CH2:19][CH3:20])=[O:17]. The yield is 0.290. (2) The reactants are [N+:1]([C:4]1[CH:9]=[C:8]([N+:10]([O-])=O)[CH:7]=[CH:6][C:5]=1[C:13]([OH:22])([C:18]([F:21])([F:20])[F:19])[C:14](OC)=[O:15])([O-])=O. The catalyst is C(OCC)(=O)C. The product is [NH2:10][C:8]1[CH:9]=[C:4]2[C:5]([C:13]([OH:22])([C:18]([F:21])([F:20])[F:19])[C:14](=[O:15])[NH:1]2)=[CH:6][CH:7]=1. The yield is 0.990. (3) The reactants are [NH:1]1[C:5]([NH2:6])=[CH:4][CH:3]=[N:2]1.C([O:9][CH:10]=[CH:11][C:12](OCC)=O)C.C(=O)([O-])[O-].[Cs+].[Cs+]. The catalyst is CN(C=O)C. The product is [N:2]1[N:1]2[CH:12]=[CH:11][C:10]([OH:9])=[N:6][C:5]2=[CH:4][CH:3]=1. The yield is 0.460. (4) The reactants are Cl[C:2]1[CH:3]=[CH:4][C:5]2[N:6]([CH:8]=[C:9]([CH3:11])[N:10]=2)[N:7]=1.[Cl:12][C:13]1[CH:14]=[C:15]([CH:18]=[CH:19][C:20]=1[Cl:21])[CH2:16][NH2:17].C1C=CC(P(C2C=CC3C(=CC=CC=3)C=2C2C3C(=CC=CC=3)C=CC=2P(C2C=CC=CC=2)C2C=CC=CC=2)C2C=CC=CC=2)=CC=1.[O-]CC.[Na+]. The catalyst is O1CCOCC1.ClCCl.C1C=CC(/C=C/C(/C=C/C2C=CC=CC=2)=O)=CC=1.C1C=CC(/C=C/C(/C=C/C2C=CC=CC=2)=O)=CC=1.C1C=CC(/C=C/C(/C=C/C2C=CC=CC=2)=O)=CC=1.[Pd].[Pd]. The product is [Cl:12][C:13]1[CH:14]=[C:15]([CH:18]=[CH:19][C:20]=1[Cl:21])[CH2:16][NH:17][C:2]1[CH:3]=[CH:4][C:5]2[N:6]([CH:8]=[C:9]([CH3:11])[N:10]=2)[N:7]=1. The yield is 0.250.